This data is from Catalyst prediction with 721,799 reactions and 888 catalyst types from USPTO. The task is: Predict which catalyst facilitates the given reaction. Reactant: [O:1]1[C:5]2([CH2:10][CH2:9][CH:8]([CH:11]3[CH2:16][CH2:15][C:14](=O)[CH2:13][CH2:12]3)[CH2:7][CH2:6]2)[O:4][CH2:3][CH2:2]1.NN.[OH-].[K+]. Product: [CH:11]1([CH:8]2[CH2:7][CH2:6][C:5]3([O:1][CH2:2][CH2:3][O:4]3)[CH2:10][CH2:9]2)[CH2:12][CH2:13][CH2:14][CH2:15][CH2:16]1. The catalyst class is: 831.